From a dataset of Peptide-MHC class I binding affinity with 185,985 pairs from IEDB/IMGT. Regression. Given a peptide amino acid sequence and an MHC pseudo amino acid sequence, predict their binding affinity value. This is MHC class I binding data. (1) The peptide sequence is ARWLASTPL. The MHC is HLA-C04:01 with pseudo-sequence HLA-C04:01. The binding affinity (normalized) is 0.213. (2) The peptide sequence is EVRRAIRGEQ. The MHC is HLA-B27:05 with pseudo-sequence HLA-B27:05. The binding affinity (normalized) is 0.143. (3) The peptide sequence is KEHVIQNAF. The MHC is HLA-A02:06 with pseudo-sequence HLA-A02:06. The binding affinity (normalized) is 0. (4) The binding affinity (normalized) is 0.637. The MHC is HLA-B58:01 with pseudo-sequence HLA-B58:01. The peptide sequence is FVAAFDHFY. (5) The peptide sequence is EECDSELEI. The MHC is HLA-B07:02 with pseudo-sequence HLA-B07:02. The binding affinity (normalized) is 0.213. (6) The peptide sequence is RVRGAVTGM. The MHC is HLA-B08:02 with pseudo-sequence HLA-B08:02. The binding affinity (normalized) is 0.0847. (7) The peptide sequence is YLRNFLAAP. The MHC is HLA-A02:06 with pseudo-sequence HLA-A02:06. The binding affinity (normalized) is 0.383. (8) The peptide sequence is TEQAIEDVWQL. The MHC is Mamu-A11 with pseudo-sequence Mamu-A11. The binding affinity (normalized) is 0.272. (9) The peptide sequence is TIINSSLHY. The MHC is SLA-10701 with pseudo-sequence SLA-10701. The binding affinity (normalized) is 0.646. (10) The peptide sequence is EEPVPLLPLS. The MHC is HLA-B18:01 with pseudo-sequence HLA-B18:01. The binding affinity (normalized) is 0.